Dataset: Reaction yield outcomes from USPTO patents with 853,638 reactions. Task: Predict the reaction yield, written as a fraction of the theoretical maximum amount of product (1.0 means a 100% yield; for example, 0.34 means a 34% yield). The reactants are Cl[C:2]1[N:7]=[C:6]([C:8]2[C:9]([N:28]([CH3:33])[S:29]([CH3:32])(=[O:31])=[O:30])=[CH:10][C:11]3[O:15][C:14]([C:16]4[CH:21]=[CH:20][C:19]([F:22])=[CH:18][CH:17]=4)=[C:13]([C:23]([NH:25][CH3:26])=[O:24])[C:12]=3[CH:27]=2)[CH:5]=[CH:4][C:3]=1[CH:34]=[O:35].[F:36][C:37]1[CH:45]=[CH:44][CH:43]=[C:42]2[C:38]=1[CH:39]=[C:40](B1OC(C)(C)C(C)(C)O1)[NH:41]2. The catalyst is O1CCOCC1.O.[Pd](Cl)Cl.C(P(C(C)(C)C)[C-]1C=CC=C1)(C)(C)C.[C-]1(P(C(C)(C)C)C(C)(C)C)C=CC=C1.[Fe+2]. The product is [F:36][C:37]1[C:38]2[CH:39]=[C:40]3[C:2]4[N:7]=[C:6]([C:8]5[C:9]([N:28]([CH3:33])[S:29]([CH3:32])(=[O:30])=[O:31])=[CH:10][C:11]6[O:15][C:14]([C:16]7[CH:21]=[CH:20][C:19]([F:22])=[CH:18][CH:17]=7)=[C:13]([C:23]([NH:25][CH3:26])=[O:24])[C:12]=6[CH:27]=5)[CH:5]=[CH:4][C:3]=4[CH:34]([OH:35])[N:41]3[C:42]=2[CH:43]=[CH:44][CH:45]=1. The yield is 0.220.